Task: Regression. Given two drug SMILES strings and cell line genomic features, predict the synergy score measuring deviation from expected non-interaction effect.. Dataset: NCI-60 drug combinations with 297,098 pairs across 59 cell lines (1) Drug 1: CC12CCC(CC1=CCC3C2CCC4(C3CC=C4C5=CN=CC=C5)C)O. Drug 2: CC(C)(C#N)C1=CC(=CC(=C1)CN2C=NC=N2)C(C)(C)C#N. Cell line: SK-MEL-5. Synergy scores: CSS=-2.51, Synergy_ZIP=-0.233, Synergy_Bliss=-3.68, Synergy_Loewe=-5.30, Synergy_HSA=-5.55. (2) Drug 2: CC1=C(C(=CC=C1)Cl)NC(=O)C2=CN=C(S2)NC3=CC(=NC(=N3)C)N4CCN(CC4)CCO. Synergy scores: CSS=15.5, Synergy_ZIP=-8.31, Synergy_Bliss=1.36, Synergy_Loewe=-6.41, Synergy_HSA=-1.12. Cell line: MALME-3M. Drug 1: C1C(C(OC1N2C=NC3=C(N=C(N=C32)Cl)N)CO)O.